From a dataset of Reaction yield outcomes from USPTO patents with 853,638 reactions. Predict the reaction yield, written as a fraction of the theoretical maximum amount of product (1.0 means a 100% yield; for example, 0.34 means a 34% yield). The reactants are [C:1]([NH:8][C@H:9]([C:20]([OH:22])=O)[CH2:10][C:11]1[C:19]2[C:14](=[CH:15][CH:16]=[CH:17][CH:18]=2)[NH:13][CH:12]=1)([O:3][C:4]([CH3:7])([CH3:6])[CH3:5])=[O:2].C(N1C=CN=C1)(N1C=CN=C1)=O.[CH3:35][CH:36]1[CH2:41][NH:40][CH2:39][CH2:38][NH:37]1.ClCCCl. The catalyst is C(Cl)Cl. The product is [C:4]([O:3][C:1](=[O:2])[NH:8][CH:9]([CH2:10][C:11]1[C:19]2[C:14](=[CH:15][CH:16]=[CH:17][CH:18]=2)[NH:13][CH:12]=1)[C:20]([N:40]1[CH2:39][CH2:38][NH:37][CH:36]([CH3:35])[CH2:41]1)=[O:22])([CH3:5])([CH3:6])[CH3:7]. The yield is 0.520.